The task is: Binary Classification. Given a drug SMILES string, predict its activity (active/inactive) in a high-throughput screening assay against a specified biological target.. This data is from M1 muscarinic receptor antagonist screen with 61,756 compounds. (1) The drug is O(c1nc(Nc2ccc(cc2)C)nc(N(C)C)n1)c1nnc(OCC)cc1. The result is 0 (inactive). (2) The compound is S(=O)(=O)(N1CCN(CC1)C(=O)c1cc(OC)ccc1)CCC. The result is 0 (inactive). (3) The drug is Brc1ccc(C(N2CC34OC(C(C3C2=O)C(OCC(C)C)=O)C=C4)C)cc1. The result is 0 (inactive). (4) The compound is O1CCN(CC1)CC(=O)c1[nH]c(c(c1C)C(OCC)=O)C. The result is 0 (inactive). (5) The drug is S(Cc1ccc(F)cc1)c1snc(SC)n1. The result is 0 (inactive). (6) The result is 0 (inactive). The compound is Brc1c(nc(N(S(=O)(=O)c2ccc(cc2)C)CC(OC)=O)nc1OC)C. (7) The compound is Clc1n(nc(c1C1C2=C(OC(N)=C1C#N)CCCC2=O)C)c1ccccc1. The result is 0 (inactive). (8) The molecule is s\1c=2n(CN(CN2)c2ccc(cc2)C)c(=O)c1=C/c1cccnc1. The result is 0 (inactive). (9) The molecule is O=C(Nc1c(c(ccc1)C)C)Cn1nnc(c1N)C(=O)Nc1c(CC)cccc1. The result is 0 (inactive). (10) The molecule is s1c(c2[nH]c3c(n2)ccc(NC(=O)c2occc2)c3)ccc1. The result is 0 (inactive).